From a dataset of Catalyst prediction with 721,799 reactions and 888 catalyst types from USPTO. Predict which catalyst facilitates the given reaction. (1) Reactant: [Cl:1][C:2]1[CH:34]=[C:33]([C:35]([NH:37][CH2:38][C:39]2[CH:44]=[CH:43][CH:42]=[C:41]([OH:45])[CH:40]=2)=[O:36])[CH:32]=[CH:31][C:3]=1[C:4]([NH:6][C@H:7]([C:27]([O:29][CH3:30])=[O:28])[CH2:8][NH:9]C(OCC1C2C=CC=CC=2C2C1=CC=CC=2)=O)=[O:5].N1CCCCC1. Product: [NH2:9][CH2:8][C@@H:7]([C:27]([O:29][CH3:30])=[O:28])[NH:6][C:4](=[O:5])[C:3]1[CH:31]=[CH:32][C:33]([C:35]([NH:37][CH2:38][C:39]2[CH:44]=[CH:43][CH:42]=[C:41]([OH:45])[CH:40]=2)=[O:36])=[CH:34][C:2]=1[Cl:1]. The catalyst class is: 98. (2) The catalyst class is: 47. Reactant: Cl[C:2]1[N:7]=[C:6]([C:8]2[CH:9]=[N:10][N:11]([CH:13]([CH:17]3[CH2:19][CH2:18]3)[CH2:14][C:15]#[N:16])[CH:12]=2)[C:5]([O:20][CH3:21])=[CH:4][N:3]=1.[N+:22]([C:25]1[CH:26]=[C:27]([CH:29]=[CH:30][CH:31]=1)[NH2:28])([O-:24])=[O:23].C1(C)C=CC(S(O)(=O)=O)=CC=1.O1CCOCC1. Product: [CH:17]1([CH:13]([N:11]2[CH:12]=[C:8]([C:6]3[C:5]([O:20][CH3:21])=[CH:4][N:3]=[C:2]([NH:28][C:27]4[CH:29]=[CH:30][CH:31]=[C:25]([N+:22]([O-:24])=[O:23])[CH:26]=4)[N:7]=3)[CH:9]=[N:10]2)[CH2:14][C:15]#[N:16])[CH2:19][CH2:18]1. (3) Reactant: C(OC([N:8]1[CH2:13][CH2:12][CH2:11][C@H:10]([C:14]2[O:18][N:17]=[C:16]([CH2:19][C:20]3[CH:25]=[CH:24][C:23]([F:26])=[CH:22][CH:21]=3)[N:15]=2)[CH2:9]1)=O)(C)(C)C.[ClH:27]. Product: [ClH:27].[F:26][C:23]1[CH:24]=[CH:25][C:20]([CH2:19][C:16]2[N:15]=[C:14]([C@H:10]3[CH2:11][CH2:12][CH2:13][NH:8][CH2:9]3)[O:18][N:17]=2)=[CH:21][CH:22]=1. The catalyst class is: 12.